This data is from Drug-target binding data from BindingDB using Ki measurements. The task is: Regression. Given a target protein amino acid sequence and a drug SMILES string, predict the binding affinity score between them. We predict pKi (pKi = -log10(Ki in M); higher means stronger inhibition). Dataset: bindingdb_ki. The compound is COc1ccc2c(C(=S)N(C)CC(=O)O)cccc2c1C(F)(F)F. The target protein (Q91WR5) has sequence MNSKCHCVILNDGNFIPVLGFGTALPLECPKSKAKELTKIAIDAGFHHFDSASVYNTEDHVGEAIRSKIADGTVRREDIFYTSKVWCTSLHPELVRASLERSLQKLQFDYVDLYLIHYPMALKPGEENFPVDEHGKLIFDRVDLCATWEAMEKCKDAGLTKSIGVSNFNYRQLEMILNKPGLKYKPVCNQVECHPYLNQMKLLDFCKSKDIVLVAYGVLGTQRYGGWVDQNSPVLLDEPVLGSMAKKYNRTPALIALRYQLQRGIVVLNTSLKEERIKENMQVFEFQLSSEDMKVLDGLNRNMRYIPAAIFKGHPNWPFLDEY. The pKi is 4.7.